Dataset: Full USPTO retrosynthesis dataset with 1.9M reactions from patents (1976-2016). Task: Predict the reactants needed to synthesize the given product. (1) The reactants are: [H-].[Al+3].[Li+].[H-].[H-].[H-].[CH:7]1([C:10]2[CH:11]=[CH:12][C:13]([C:18](OCC)=[O:19])=[N:14][C:15]=2[O:16][CH3:17])[CH2:9][CH2:8]1.[Cl-].[NH4+]. Given the product [CH:7]1([C:10]2[CH:11]=[CH:12][C:13]([CH2:18][OH:19])=[N:14][C:15]=2[O:16][CH3:17])[CH2:9][CH2:8]1, predict the reactants needed to synthesize it. (2) Given the product [ClH:54].[CH3:7][N:8]([CH3:9])[CH2:10][CH2:11]/[CH:12]=[C:33]1\[C:34]2[S:35][C:36](/[CH:47]=[CH:48]/[C:49]([O:51][CH2:52][CH3:53])=[O:50])=[CH:37][C:38]=2[CH2:39][CH2:40][C:41]2[CH:46]=[CH:45][CH:44]=[CH:43][C:42]\1=2, predict the reactants needed to synthesize it. The reactants are: C1COCC1.Br.[CH3:7][N:8]([CH2:10][CH2:11][CH2:12][P+](C1C=CC=CC=1)(C1C=CC=CC=1)C1C=CC=CC=1)[CH3:9].O=[C:33]1[C:42]2[CH:43]=[CH:44][CH:45]=[CH:46][C:41]=2[CH2:40][CH2:39][C:38]2[CH:37]=[C:36]([CH:47]=[CH:48][C:49]([O:51][CH2:52][CH3:53])=[O:50])[S:35][C:34]1=2.[ClH:54].O1CCOCC1. (3) Given the product [Cl:1][C:2]1[CH:18]=[CH:17][C:16]([Cl:19])=[CH:15][C:3]=1[O:4][C:5]1[N:13]=[CH:12][C:11]([F:14])=[CH:10][C:6]=1[C:7]([N:27]([CH2:26][CH3:25])[C:28]1[CH:29]=[CH:30][CH:21]=[CH:22][CH:23]=1)=[O:9], predict the reactants needed to synthesize it. The reactants are: [Cl:1][C:2]1[CH:18]=[CH:17][C:16]([Cl:19])=[CH:15][C:3]=1[O:4][C:5]1[N:13]=[CH:12][C:11]([F:14])=[CH:10][C:6]=1[C:7]([OH:9])=O.C[C:21]1[CH:22]=[C:23]2[C:28](=[CH:29][CH:30]=1)[NH:27][CH2:26][CH2:25]C2.C(NC1C=CC=CC=1)C. (4) Given the product [CH2:1]([NH:3][C:4](=[O:26])[NH:5][C:6]1[N:11]=[CH:10][C:9]([C:28]2[CH:29]=[C:30]3[C:35](=[CH:36][N:37]=2)[N:34]([CH2:38][C:39]2[N:40]=[CH:41][N:42]([CH3:44])[CH:43]=2)[CH:33]=[C:32]([C:45]([O:47][CH2:48][CH3:49])=[O:46])[C:31]3=[O:50])=[C:8]([C:15]2[S:16][CH:17]=[C:18]([C:20]3[CH:21]=[N:22][N:23]([CH3:25])[CH:24]=3)[N:19]=2)[CH:7]=1)[CH3:2], predict the reactants needed to synthesize it. The reactants are: [CH2:1]([NH:3][C:4](=[O:26])[NH:5][C:6]1[N:11]=[CH:10][C:9](B(O)O)=[C:8]([C:15]2[S:16][CH:17]=[C:18]([C:20]3[CH:21]=[N:22][N:23]([CH3:25])[CH:24]=3)[N:19]=2)[CH:7]=1)[CH3:2].Br[C:28]1[CH:29]=[C:30]2[C:35](=[CH:36][N:37]=1)[N:34]([CH2:38][C:39]1[N:40]=[CH:41][N:42]([CH3:44])[CH:43]=1)[CH:33]=[C:32]([C:45]([O:47][CH2:48][CH3:49])=[O:46])[C:31]2=[O:50].C(=O)([O-])[O-].[Cs+].[Cs+]. (5) Given the product [Br:21][C:11]1[CH:10]=[CH:9][C:8]2[N:7]([C:4]3[CH:3]=[CH:2][C:1]([CH3:20])=[CH:6][CH:5]=3)[C:19]3[C:14]([C:13]=2[CH:12]=1)=[CH:15][CH:16]=[CH:17][CH:18]=3, predict the reactants needed to synthesize it. The reactants are: [C:1]1([CH3:20])[CH:6]=[CH:5][C:4]([N:7]2[C:19]3[CH:18]=[CH:17][CH:16]=[CH:15][C:14]=3[C:13]3[C:8]2=[CH:9][CH:10]=[CH:11][CH:12]=3)=[CH:3][CH:2]=1.[Br:21]N1C(=O)CCC1=O. (6) Given the product [CH3:27][O:26][C:23]1[CH:22]=[CH:21][C:20]2[C:25](=[C:16]([O:15][CH2:14][CH:11]3[CH2:12][CH2:13][NH:8][CH2:9][CH2:10]3)[CH:17]=[CH:18][N:19]=2)[N:24]=1, predict the reactants needed to synthesize it. The reactants are: C(OC([N:8]1[CH2:13][CH2:12][CH:11]([CH2:14][O:15][C:16]2[C:25]3[C:20](=[CH:21][CH:22]=[C:23]([O:26][CH3:27])[N:24]=3)[N:19]=[CH:18][CH:17]=2)[CH2:10][CH2:9]1)=O)(C)(C)C.